Predict the product of the given reaction. From a dataset of Forward reaction prediction with 1.9M reactions from USPTO patents (1976-2016). (1) The product is: [CH3:4][C@H:3]([NH:5][C:6](=[O:29])[O:7][C@H:8]([CH2:13][N:14]1[CH:18]=[CH:17][C:16]([C:19]2[CH:24]=[CH:23][C:22]([C:25]([F:26])([F:28])[F:27])=[CH:21][CH:20]=2)=[N:15]1)[C:9]([CH3:11])([CH3:10])[CH3:12])[C:2](=[O:1])[CH2:30][NH:31][S:32]([C:35]1[CH:40]=[CH:39][CH:38]=[CH:37][N:36]=1)(=[O:34])=[O:33]. Given the reactants [OH:1][C@@H:2]([CH2:30][NH:31][S:32]([C:35]1[CH:40]=[CH:39][CH:38]=[CH:37][N:36]=1)(=[O:34])=[O:33])[C@@H:3]([NH:5][C:6](=[O:29])[O:7][C@H:8]([CH2:13][N:14]1[CH:18]=[CH:17][C:16]([C:19]2[CH:24]=[CH:23][C:22]([C:25]([F:28])([F:27])[F:26])=[CH:21][CH:20]=2)=[N:15]1)[C:9]([CH3:12])([CH3:11])[CH3:10])[CH3:4].O[C@H](CNS(C1C=CC=CN=1)(=O)=O)[C@@H](NC(=O)O[C@H](CN1C=CC(C2C=CC(C(F)(F)F)=CC=2)=N1)C(C)(C)C)C.C(=O)(O)[O-].[Na+].CC(OI1(OC(C)=O)(OC(C)=O)OC(=O)C2C=CC=CC1=2)=O, predict the reaction product. (2) Given the reactants [NH2:1][C:2]1[S:3][C:4]([C:10]2[C:15]([F:16])=[CH:14][C:13]([C:17]([OH:20])([CH3:19])[CH3:18])=[CH:12][C:11]=2[F:21])=[CH:5][C:6]=1[C:7]([NH2:9])=[O:8].Cl[C:23]1[N:28]=[C:27]([CH3:29])[C:26]([CH2:30][N:31]2[CH2:36][CH2:35][S:34](=[O:38])(=[O:37])[CH2:33][CH2:32]2)=[CH:25][CH:24]=1, predict the reaction product. The product is: [F:16][C:15]1[CH:14]=[C:13]([C:17]([OH:20])([CH3:18])[CH3:19])[CH:12]=[C:11]([F:21])[C:10]=1[C:4]1[S:3][C:2]([NH:1][C:23]2[CH:24]=[CH:25][C:26]([CH2:30][N:31]3[CH2:32][CH2:33][S:34](=[O:38])(=[O:37])[CH2:35][CH2:36]3)=[C:27]([CH3:29])[N:28]=2)=[C:6]([C:7]([NH2:9])=[O:8])[CH:5]=1. (3) The product is: [Br:1][C:2]1[C:10]2[O:9][C:8]([CH2:11][O:16][CH3:15])=[CH:7][C:6]=2[C:5]([F:13])=[C:4]([F:14])[CH:3]=1. Given the reactants [Br:1][C:2]1[C:10]2[O:9][C:8]([CH2:11]Br)=[CH:7][C:6]=2[C:5]([F:13])=[C:4]([F:14])[CH:3]=1.[CH3:15][OH:16].C[O-].[Na+], predict the reaction product. (4) Given the reactants [CH:1]([NH2:4])([CH3:3])[CH3:2].C([O-])(=O)C.[K+].N1CCC[C@H]1C(O)=O.Br[C:19]1[CH:20]=[C:21]([CH2:25][OH:26])[CH:22]=[N:23][CH:24]=1, predict the reaction product. The product is: [CH:1]([NH:4][C:19]1[CH:20]=[C:21]([CH2:25][OH:26])[CH:22]=[N:23][CH:24]=1)([CH3:3])[CH3:2]. (5) Given the reactants [CH2:1]([O:3][C:4](=[O:23])[C:5]1[CH:10]=[CH:9][C:8]([NH:11][CH:12]=[C:13]([C:18]([O:20]CC)=O)[S:14]([CH3:17])(=[O:16])=[O:15])=[CH:7][CH:6]=1)[CH3:2], predict the reaction product. The product is: [CH2:1]([O:3][C:4]([C:5]1[CH:6]=[C:7]2[C:8](=[CH:9][CH:10]=1)[N:11]=[CH:12][C:13]([S:14]([CH3:17])(=[O:15])=[O:16])=[C:18]2[OH:20])=[O:23])[CH3:2]. (6) Given the reactants C1(P(C2C=CC=CC=2)C2C=CC=CC=2)C=CC=CC=1.N(C(OCC)=O)=NC(OCC)=O.[OH:32][C:33]1[CH:34]=[C:35]2[C:40](=[CH:41][CH:42]=1)[C:39](=[O:43])[NH:38][CH:37]=[CH:36]2.[CH3:44][N:45]1[CH:49]2[CH2:50][CH:51](O)[CH2:52][CH:46]1[CH2:47][CH2:48]2, predict the reaction product. The product is: [CH3:44][N:45]1[CH:49]2[CH2:48][CH2:47][CH:46]1[CH2:52][CH:51]([O:32][C:33]1[CH:34]=[C:35]3[C:40](=[CH:41][CH:42]=1)[C:39](=[O:43])[NH:38][CH:37]=[CH:36]3)[CH2:50]2. (7) Given the reactants [C:1]([O:5][C:6]([N:8]1[C:16]2[C:11](=[CH:12][C:13]([OH:17])=[CH:14][CH:15]=2)[CH2:10][CH2:9]1)=[O:7])([CH3:4])([CH3:3])[CH3:2].O[CH2:19][C:20]1[CH:21]=[C:22]([C:31]#[N:32])[N:23]([C:25]2[CH:30]=[CH:29][CH:28]=[CH:27][CH:26]=2)[N:24]=1.C1(P(C2C=CC=CC=2)C2C=CC=CC=2)C=CC=CC=1.CCOC(/N=N/C(OCC)=O)=O, predict the reaction product. The product is: [C:1]([O:5][C:6]([N:8]1[C:16]2[C:11](=[CH:12][C:13]([O:17][CH2:19][C:20]3[CH:21]=[C:22]([C:31]#[N:32])[N:23]([C:25]4[CH:30]=[CH:29][CH:28]=[CH:27][CH:26]=4)[N:24]=3)=[CH:14][CH:15]=2)[CH2:10][CH2:9]1)=[O:7])([CH3:4])([CH3:2])[CH3:3]. (8) Given the reactants [OH:1][C:2]1[CH:3]=[C:4]2[C:9](=[CH:10][CH:11]=1)[C:8]([NH:12][C:13](=[O:20])[C:14]1[CH:19]=[CH:18][CH:17]=[CH:16][CH:15]=1)=[CH:7][CH:6]=[CH:5]2.Cl[C:22]1[C:31]2[C:26](=[CH:27][C:28]([O:34][CH2:35][CH2:36][N:37]([CH3:39])[CH3:38])=[C:29]([O:32][CH3:33])[CH:30]=2)[N:25]=[CH:24][CH:23]=1.[OH-].[K+], predict the reaction product. The product is: [CH3:38][N:37]([CH3:39])[CH2:36][CH2:35][O:34][C:28]1[CH:27]=[C:26]2[C:31]([C:22]([O:1][C:2]3[CH:3]=[C:4]4[C:9](=[CH:10][CH:11]=3)[C:8]([NH:12][C:13](=[O:20])[C:14]3[CH:15]=[CH:16][CH:17]=[CH:18][CH:19]=3)=[CH:7][CH:6]=[CH:5]4)=[CH:23][CH:24]=[N:25]2)=[CH:30][C:29]=1[O:32][CH3:33]. (9) Given the reactants [O:1]1[C:5]2[CH:6]=[CH:7][C:8]([C:10]3([C:13]([NH:15][C:16]4[CH:17]=[C:18]5[C:22](=[CH:23][CH:24]=4)[NH:21][C:20]([CH:25]4[CH2:30][CH2:29][CH2:28][CH2:27][N:26]4C(OC(C)(C)C)=O)=[CH:19]5)=[O:14])[CH2:12][CH2:11]3)=[CH:9][C:4]=2[O:3][CH2:2]1.FC(F)(F)C(O)=O, predict the reaction product. The product is: [O:1]1[C:5]2[CH:6]=[CH:7][C:8]([C:10]3([C:13]([NH:15][C:16]4[CH:17]=[C:18]5[C:22](=[CH:23][CH:24]=4)[NH:21][C:20]([CH:25]4[CH2:30][CH2:29][CH2:28][CH2:27][NH:26]4)=[CH:19]5)=[O:14])[CH2:12][CH2:11]3)=[CH:9][C:4]=2[O:3][CH2:2]1. (10) Given the reactants [NH2:1][C:2]1[CH:7]=[C:6]([CH2:8][N:9]2[C:13]([CH3:15])([CH3:14])[C:12](=[O:16])[N:11]([C:17]3[CH:22]=[CH:21][C:20]([C:23]([CH3:26])([CH3:25])[CH3:24])=[CH:19][CH:18]=3)[C:10]2=[O:27])[CH:5]=[CH:4][N:3]=1.C(=O)([O-])[O-].[Cs+].[Cs+].Br[C:35]1[CH:36]=[N:37][CH:38]=[C:39]([CH2:41][N:42]2[CH2:46][CH2:45][CH2:44][CH2:43]2)[CH:40]=1, predict the reaction product. The product is: [C:23]([C:20]1[CH:19]=[CH:18][C:17]([N:11]2[C:12](=[O:16])[C:13]([CH3:15])([CH3:14])[N:9]([CH2:8][C:6]3[CH:5]=[CH:4][N:3]=[C:2]([NH:1][C:35]4[CH:36]=[N:37][CH:38]=[C:39]([CH2:41][N:42]5[CH2:43][CH2:44][CH2:45][CH2:46]5)[CH:40]=4)[CH:7]=3)[C:10]2=[O:27])=[CH:22][CH:21]=1)([CH3:26])([CH3:25])[CH3:24].